Dataset: Forward reaction prediction with 1.9M reactions from USPTO patents (1976-2016). Task: Predict the product of the given reaction. (1) Given the reactants [ClH:1].[NH:2]1[CH2:5][CH:4]([O:6][C:7]2[C:12]([NH:13][C:14](=[O:30])[C:15]3[CH:20]=[CH:19][C:18]([F:21])=[C:17]([C:22]4[C:27]([F:28])=[CH:26][CH:25]=[CH:24][C:23]=4[F:29])[N:16]=3)=[CH:11][N:10]=[CH:9][N:8]=2)[CH2:3]1, predict the reaction product. The product is: [NH2:2][CH2:3][CH:4]([O:6][C:7]1[C:12]([NH:13][C:14](=[O:30])[C:15]2[CH:20]=[CH:19][C:18]([F:21])=[C:17]([C:22]3[C:27]([F:28])=[CH:26][CH:25]=[CH:24][C:23]=3[F:29])[N:16]=2)=[CH:11][N:10]=[CH:9][N:8]=1)[CH2:5][Cl:1]. (2) Given the reactants [O:1]1[C:5]([C:6]2[CH:11]=[CH:10][C:9]([NH:12][C:13]3[N:14]=[C:15]([N:23]([C:27]4[CH:32]=[CH:31][CH:30]=[CH:29][CH:28]=4)[CH2:24][CH2:25][OH:26])[C:16]4[CH2:22][NH:21][CH2:20][CH2:19][C:17]=4[N:18]=3)=[CH:8][CH:7]=2)=[CH:4][N:3]=[CH:2]1.C(N(CC)CC)C.Cl.[CH3:41][N:42]([CH2:44][C:45](Cl)=[O:46])[CH3:43], predict the reaction product. The product is: [CH3:41][N:42]([CH3:43])[CH2:44][C:45]([N:21]1[CH2:20][CH2:19][C:17]2[N:18]=[C:13]([NH:12][C:9]3[CH:10]=[CH:11][C:6]([C:5]4[O:1][CH:2]=[N:3][CH:4]=4)=[CH:7][CH:8]=3)[N:14]=[C:15]([N:23]([CH2:24][CH2:25][OH:26])[C:27]3[CH:28]=[CH:29][CH:30]=[CH:31][CH:32]=3)[C:16]=2[CH2:22]1)=[O:46]. (3) Given the reactants C1(C)C=CC(S(O)(=O)=O)=CC=1.[CH2:12]([O:19][C:20]([C@@H:22]1[CH2:30][C@H:29]2[C@H:24]([CH2:25][CH2:26][CH2:27][CH2:28]2)[NH:23]1)=[O:21])[C:13]1[CH:18]=[CH:17][CH:16]=[CH:15][CH:14]=1.C(N(CC)CC)C.[C:38]([O:42][C:43]([NH:45][C@H:46]([C:48](O)=[O:49])[CH3:47])=[O:44])([CH3:41])([CH3:40])[CH3:39], predict the reaction product. The product is: [C:38]([O:42][C:43]([NH:45][C@@H:46]([CH3:47])[C:48]([N:23]1[C@@H:24]2[C@@H:29]([CH2:28][CH2:27][CH2:26][CH2:25]2)[CH2:30][C@H:22]1[C:20]([O:19][CH2:12][C:13]1[CH:14]=[CH:15][CH:16]=[CH:17][CH:18]=1)=[O:21])=[O:49])=[O:44])([CH3:41])([CH3:40])[CH3:39]. (4) Given the reactants C([O:3][C:4](=[O:31])[CH2:5][N:6]1[CH2:11][CH2:10][CH:9]([NH:12][C:13]([C:15]2[C:16]([C:21]3[CH:26]=[CH:25][C:24]([C:27]([F:30])([F:29])[F:28])=[CH:23][CH:22]=3)=[CH:17][CH:18]=[CH:19][CH:20]=2)=[O:14])[CH2:8][CH2:7]1)C.[OH-].[Li+], predict the reaction product. The product is: [F:30][C:27]([F:28])([F:29])[C:24]1[CH:25]=[CH:26][C:21]([C:16]2[C:15]([C:13]([NH:12][CH:9]3[CH2:8][CH2:7][N:6]([CH2:5][C:4]([OH:31])=[O:3])[CH2:11][CH2:10]3)=[O:14])=[CH:20][CH:19]=[CH:18][CH:17]=2)=[CH:22][CH:23]=1.